Regression. Given a peptide amino acid sequence and an MHC pseudo amino acid sequence, predict their binding affinity value. This is MHC class I binding data. From a dataset of Peptide-MHC class I binding affinity with 185,985 pairs from IEDB/IMGT. The peptide sequence is RRAQMAPKR. The MHC is HLA-B57:01 with pseudo-sequence HLA-B57:01. The binding affinity (normalized) is 0.0586.